Dataset: Reaction yield outcomes from USPTO patents with 853,638 reactions. Task: Predict the reaction yield, written as a fraction of the theoretical maximum amount of product (1.0 means a 100% yield; for example, 0.34 means a 34% yield). The reactants are [H-].[Na+].[C:3]([O:13][C:14]([CH3:17])([CH3:16])[CH3:15])(=[O:12])[CH2:4][C:5]([O:7][C:8]([CH3:11])([CH3:10])[CH3:9])=[O:6].F[C:19]1[CH:24]=[CH:23][C:22]([N+:25]([O-:27])=[O:26])=[C:21]([O:28][C:29]2[CH:34]=[CH:33][CH:32]=[CH:31][CH:30]=2)[C:20]=1[F:35]. The catalyst is C1COCC1. The product is [F:35][C:20]1[C:21]([O:28][C:29]2[CH:34]=[CH:33][CH:32]=[CH:31][CH:30]=2)=[C:22]([N+:25]([O-:27])=[O:26])[CH:23]=[CH:24][C:19]=1[CH:4]([C:5]([O:7][C:8]([CH3:9])([CH3:10])[CH3:11])=[O:6])[C:3]([O:13][C:14]([CH3:17])([CH3:16])[CH3:15])=[O:12]. The yield is 0.125.